From a dataset of Reaction yield outcomes from USPTO patents with 853,638 reactions. Predict the reaction yield, written as a fraction of the theoretical maximum amount of product (1.0 means a 100% yield; for example, 0.34 means a 34% yield). (1) The reactants are C([O:3][C:4]([C:6]1[N:7]([C:15]2[CH:20]=[CH:19][C:18]([CH3:21])=[CH:17][CH:16]=2)[N:8]=[C:9]([C:11]([CH3:14])([CH3:13])[CH3:12])[CH:10]=1)=O)C.C1COCC1.CC(C[AlH]CC(C)C)C. The catalyst is C(OCC)C. The product is [C:11]([C:9]1[CH:10]=[C:6]([CH2:4][OH:3])[N:7]([C:15]2[CH:16]=[CH:17][C:18]([CH3:21])=[CH:19][CH:20]=2)[N:8]=1)([CH3:14])([CH3:12])[CH3:13]. The yield is 0.960. (2) The reactants are O.[C:2]1([CH:8]([CH3:11])[C:9]#[N:10])[CH:7]=[CH:6][CH:5]=[CH:4][CH:3]=1.[ClH:12].[H][H]. The catalyst is C(O)C. The product is [ClH:12].[C:2]1([CH:8]([CH3:11])[CH2:9][NH2:10])[CH:7]=[CH:6][CH:5]=[CH:4][CH:3]=1. The yield is 0.762. (3) The reactants are [I:1][C:2]1[C:10]2[C:5](=[N:6][CH:7]=[N:8][C:9]=2[NH2:11])[NH:4][N:3]=1.[C:12]([O:16][C:17]([N:19]1[CH2:24][CH2:23][CH2:22][C@H:21](O)[CH2:20]1)=[O:18])([CH3:15])([CH3:14])[CH3:13].C1(P(C2C=CC=CC=2)C2C=CC=CC=2)C=CC=CC=1.N(C(OC(C)C)=O)=NC(OC(C)C)=O. The catalyst is O1CCCC1. The product is [NH2:11][C:9]1[N:8]=[CH:7][N:6]=[C:5]2[N:4]([C@@H:23]3[CH2:22][CH2:21][CH2:20][N:19]([C:17]([O:16][C:12]([CH3:15])([CH3:14])[CH3:13])=[O:18])[CH2:24]3)[N:3]=[C:2]([I:1])[C:10]=12. The yield is 0.330. (4) The reactants are Cl[C:2]1[CH:7]=[CH:6][N:5]2[N:8]=[CH:9][C:10]([CH2:11][N:12]3[CH2:16][CH:15]([CH2:17][CH2:18][CH3:19])[CH2:14][C:13]3=[O:20])=[C:4]2[N:3]=1.[CH3:21][O-:22].[Na+]. The catalyst is CO. The product is [CH3:21][O:22][C:2]1[CH:7]=[CH:6][N:5]2[N:8]=[CH:9][C:10]([CH2:11][N:12]3[CH2:16][CH:15]([CH2:17][CH2:18][CH3:19])[CH2:14][C:13]3=[O:20])=[C:4]2[N:3]=1. The yield is 0.330. (5) The reactants are [OH:1][N:2]1[C:6](=[O:7])[C:5]2=[CH:8][CH:9]=[CH:10][CH:11]=[C:4]2[C:3]1=[O:12].CCN(CC)CC.[Br:20][CH2:21][C:22]1[C:23]([CH2:28]Br)=[CH:24][CH:25]=[CH:26][CH:27]=1. The catalyst is CN(C=O)C. The product is [Br:20][CH2:21][C:22]1[CH:27]=[CH:26][CH:25]=[CH:24][C:23]=1[CH2:28][O:1][N:2]1[C:3](=[O:12])[C:4]2[C:5](=[CH:8][CH:9]=[CH:10][CH:11]=2)[C:6]1=[O:7]. The yield is 0.460. (6) The reactants are [Cl-].O[NH3+:3].[C:4](=[O:7])([O-])[OH:5].[Na+].CS(C)=O.[Si]([O:20][CH2:21][C:22]([CH3:58])([CH3:57])[O:23][C:24]1[CH:29]=[CH:28][C:27]([C:30]2[C:35](=[O:36])[N:34]([CH2:37][C:38]3[CH:43]=[CH:42][C:41]([C:44]4[C:45]([C:50]#[N:51])=[CH:46][CH:47]=[CH:48][CH:49]=4)=[CH:40][C:39]=3[F:52])[C:33]([CH2:53][CH2:54][CH3:55])=[N:32][C:31]=2[CH3:56])=[CH:26][CH:25]=1)(C(C)(C)C)(C)C. The product is [F:52][C:39]1[CH:40]=[C:41]([C:44]2[CH:49]=[CH:48][CH:47]=[CH:46][C:45]=2[C:50]2[NH:3][C:4](=[O:7])[O:5][N:51]=2)[CH:42]=[CH:43][C:38]=1[CH2:37][N:34]1[C:35](=[O:36])[C:30]([C:27]2[CH:28]=[CH:29][C:24]([O:23][C:22]([CH3:58])([CH3:57])[CH2:21][OH:20])=[CH:25][CH:26]=2)=[C:31]([CH3:56])[N:32]=[C:33]1[CH2:53][CH2:54][CH3:55]. The catalyst is C(OCC)(=O)C. The yield is 0.680. (7) The reactants are [Cl:1]C(OC(Cl)C)=O.C([N:21]1[CH2:24][CH:23]([O:25][CH2:26][CH2:27][CH2:28][CH3:29])[CH2:22]1)(C1C=CC=CC=1)C1C=CC=CC=1.CO. The catalyst is ClCCCl. The product is [ClH:1].[CH2:26]([O:25][CH:23]1[CH2:24][NH:21][CH2:22]1)[CH2:27][CH2:28][CH3:29]. The yield is 0.860. (8) The reactants are F[C:2](F)(F)[C:3]([OH:5])=O.[NH2:8][CH:9]([C:11]1[N:22]([C@@H:23]2[CH2:28][O:27][C@@H:26]([CH2:29][C:30]#[N:31])[CH2:25][CH2:24]2)[C:14]2=[C:15]3[S:21][CH:20]=[CH:19][C:16]3=[N:17][CH:18]=[C:13]2[N:12]=1)[CH3:10].C(N(CC)CC)C.C(Cl)(=O)C. The catalyst is C(Cl)Cl. The product is [C:30]([CH2:29][C@@H:26]1[O:27][CH2:28][C@@H:23]([N:22]2[C:14]3=[C:15]4[S:21][CH:20]=[CH:19][C:16]4=[N:17][CH:18]=[C:13]3[N:12]=[C:11]2[CH:9]([NH:8][C:3](=[O:5])[CH3:2])[CH3:10])[CH2:24][CH2:25]1)#[N:31]. The yield is 0.520. (9) The product is [CH2:8]([CH:9]1[CH2:10][O:19]1)[CH2:7][C:1]1[CH:6]=[CH:5][CH:4]=[CH:3][CH:2]=1. The reactants are [C:1]1([CH2:7][CH2:8][CH:9]=[CH2:10])[CH:6]=[CH:5][CH:4]=[CH:3][CH:2]=1.C1C=C(Cl)C=C(C(OO)=[O:19])C=1.C([O-])([O-])=O.[K+].[K+]. The catalyst is C(Cl)Cl. The yield is 0.910.